This data is from Experimentally validated miRNA-target interactions with 360,000+ pairs, plus equal number of negative samples. The task is: Binary Classification. Given a miRNA mature sequence and a target amino acid sequence, predict their likelihood of interaction. (1) The miRNA is hsa-miR-491-5p with sequence AGUGGGGAACCCUUCCAUGAGG. The protein sequence of the target gene is MAGDRLPRKVMDAKKLASLLRGGPGGPLVIDSRSFVEYNSCHVLSSVNICCSKLVKRRLQQGKVTIAELIQPATRSQVDATEPQDVVVYDQSTRDASVLAADSFLSILLSKLDGCFDSVAILTGGFATFSSCFPGLCEGKPATLPSMSLSQPCLPVPSVGLTRILPHLYLGSQKDVLNKDLMTQNGISYVLNASNSCPKPDFICESRFMRIPINDNYCEKLLPWLDKSIEFIDKAKLSSCQVIVHCLAGISRSATIAIAYIMKTMGMSSDDAYRFVKDRRPSISPNFNFLGQLLEYERSL.... Result: 0 (no interaction). (2) The miRNA is hsa-miR-3140-5p with sequence ACCUGAAUUACCAAAAGCUUU. The protein sequence of the target gene is MATAAETEAPSTDASWKSRGGGGGDDGMKPALPELESSLQNGGGDGGGGAGPEETAAAEAARSYGHEQPQQTSEAAAAALPKGAEEPERPFRRSFQIPRKSREKKALFQPLTPGSREFEDVLNILHSSYLEPSSVTYFNYRRACLIHNELLEKEFTEKRRELKFDGRLDKELSESYAFLMVDRYQVQSICEKGLQVGQSKITVLGSPSMGIYLCRYADLLQANPLEAGAVGDVVIFKIMKGKIKSIYDPLSVKSLESMLSKNALDPTPKHECHVSKNASRITSLLAYRAYELTQYYFYEY.... Result: 0 (no interaction). (3) The miRNA is hsa-miR-3928-5p with sequence UGAAGCUCUAAGGUUCCGCCUGC. The protein sequence of the target gene is MNEPTENRLGCSRTPEPDIRLRKGHQLDGTRRGDNDSHQGDLEPILEASVLSSHHKKSSEEHEYSDEAPQEDEGFMGMSPLLQAHHAMEKMEEFVCKVWEGRWRVIPHDVLPDWLKDNDFLLHGHRPPMPSFRACFKSIFRIHTETGNIWTHLLGCVFFLCLGIFYMFRPNISFVAPLQEKVVFGLFFLGAILCLSFSWLFHTVYCHSEGVSRLFSKLDYSGIALLIMGSFVPWLYYSFYCNPQPCFIYLIVICVLGIAAIIVSQWDMFATPQYRGVRAGVFLGLGLSGIIPTLHYVISE.... Result: 1 (interaction). (4) The miRNA is hsa-miR-9-3p with sequence AUAAAGCUAGAUAACCGAAAGU. The protein sequence of the target gene is MALGGEERKRRKGSERRQSSGDGVSCAASDYLVGQVADSLRGGPRPPGGGTGRLAALFSTAEPSAPPVFVPVPQETSKKRKLDDDDDDEEESVSQTKKPVLQEPSRKVKVKKLSDADKRLANRESALASADLEEELHQDQGQGRRRRSQSRGKVADGEALDVALSLAKDGGQRTKIPVNPEEERLKNERTVFVGNLPVTCNKKKLKSFFKEYGQVESVRFRSVMPAEGTLTKKLAAIKRKFHPDQKSINAYVVFKDESAAAKALQRNGAQIAEGFRIRVDLASETASRDKRSVFVGNLPY.... Result: 0 (no interaction). (5) The miRNA is mmu-miR-1930-5p with sequence ACCUCCAUAGUACCUGCAGCGU. The protein sequence of the target gene is MGLETEKADVQLFMADDAYSHHSVVDYTDPEKYVDSSQDRDPHQLNSHLKLGFEDLIAEPPTTHSFDKVWICSHALFEISKYVIYKFLTVFLAIPLAFIAGILFATLSCLHIWILMPFVKTCLMVLPSVQTIWKSVTDVVIGPLCTSVGRIFSSVSMQLSHD. Result: 0 (no interaction). (6) The miRNA is hsa-miR-4804-5p with sequence UUGGACGGUAAGGUUAAGCAA. The protein sequence of the target gene is MKMSIRIPPRLLELAGRSLLRDQALAVSTLEELPTELFPPLFMEAFSRRRCEALKLMVQAWPFRRLPLRPLIKMPCLEAFQAVLDGLDALLTQGVRPRRWKLQVLDLQDVCENFWMVWSEAMAHGCFLNAKRNKKPVQDCPRMRGRQPLTVFVELWLKNRTLDEYLTCLLLWVKQRRDLLHLCCKKLKILGMPFRNIRSILKMVNLDCIQEVEVNCKWILPILTQFTPYLGHLRNLQKLVLSHMDVSRYVSPEQKKEIVTQFTTQFLKLRCLQKLYMNSVSFLEGHLDQLLSCLKTSLKV.... Result: 0 (no interaction). (7) The miRNA is mmu-miR-10b-5p with sequence UACCCUGUAGAACCGAAUUUGUG. The protein sequence of the target gene is MPPPSDIVKVAIEWPGANAQLLEIDQKRPLASIIKEVCDGWSLPNPEYYTLRYADGPQLYVTEQTRNDIKNGTILQLAVSPSRAARQLMERTQSSSMETRLDAMKELAKLSADVTFATEFINMDGIIVLTRLVESGTKLLSHYSEMLAFTLTAFLELMDHGIVSWDMVSVTFIKQIAGYVSQPMVDVSILQRSLAILESMVLNSQSLYQKIAEEITVGQLISHLQVSNQEIQTYAIALINALFLKAPEDKRQDKHLNPLDLPVTDMANAFAQKHLRSIILNHVIRGNRPIKTEMAHQLYV.... Result: 1 (interaction). (8) The miRNA is hsa-miR-146a-5p with sequence UGAGAACUGAAUUCCAUGGGUU. The protein sequence of the target gene is MAAQCVTKVALNVSCANLLDKDIGSKSDPLCVLFLNTSGQQWYEVERTERIKNCLNPQFSKTFIIDYYFEVVQKLKFGVYDIDNKTIELSDDDFLGECECTLGQIVSSKKLTRPLVMKTGRPAGKGSITISAEEIKDNRVVLFEMEARKLDNKDLFGKSDPYLEFHKQTSDGNWLMVHRTEVVKNNLNPVWRPFKISLNSLCYGDMDKTIKVECYDYDNDGSHDLIGTFQTTMTKLKEASRSSPVEFECINEKKRQKKKSYKNSGVISVKQCEITVECTFLDYIMGGCQLNFTVGVDFTG.... Result: 0 (no interaction).